Dataset: CYP2D6 inhibition data for predicting drug metabolism from PubChem BioAssay. Task: Regression/Classification. Given a drug SMILES string, predict its absorption, distribution, metabolism, or excretion properties. Task type varies by dataset: regression for continuous measurements (e.g., permeability, clearance, half-life) or binary classification for categorical outcomes (e.g., BBB penetration, CYP inhibition). Dataset: cyp2d6_veith. (1) The molecule is COc1cc(OC)cc(C(=O)Nn2cc(C(=O)N3CCN(C)CC3)c3ccccc3c2=O)c1. The result is 0 (non-inhibitor). (2) The molecule is N#CCCn1c(=O)c(-c2cc(F)cc(F)c2)nc2cnc(Oc3ccccc3)nc21. The result is 0 (non-inhibitor).